From a dataset of Full USPTO retrosynthesis dataset with 1.9M reactions from patents (1976-2016). Predict the reactants needed to synthesize the given product. Given the product [N+:1]([C:4]1[CH:10]=[CH:9][C:7]([NH:8][C:15](=[CH:16][C:17]([O:19][CH3:20])=[O:18])[C:13]([O:12][CH3:11])=[O:14])=[CH:6][CH:5]=1)([O-:3])=[O:2], predict the reactants needed to synthesize it. The reactants are: [N+:1]([C:4]1[CH:10]=[CH:9][C:7]([NH2:8])=[CH:6][CH:5]=1)([O-:3])=[O:2].[CH3:11][O:12][C:13]([C:15]#[C:16][C:17]([O:19][CH3:20])=[O:18])=[O:14].